Dataset: Catalyst prediction with 721,799 reactions and 888 catalyst types from USPTO. Task: Predict which catalyst facilitates the given reaction. (1) Reactant: [CH3:1][C@H:2]([N:11]1C(=O)C2[C:13](=[CH:14][CH:15]=[CH:16][CH:17]=2)[C:12]1=[O:21])[CH2:3][C:4]1([CH3:10])[O:9][CH2:8][CH2:7][CH2:6][O:5]1.[OH2:22].NN.[OH-].[Na+]. Product: [CH3:1][C@H:2]([NH:11][C:12](=[O:21])[CH2:13][C:14](=[O:22])[CH2:15][CH2:16][CH3:17])[CH2:3][C:4]1([CH3:10])[O:9][CH2:8][CH2:7][CH2:6][O:5]1. The catalyst class is: 5. (2) Reactant: O=[C:2]1[CH2:7][CH2:6][N:5]([C:8]([O:10][C:11]([CH3:14])([CH3:13])[CH3:12])=[O:9])[CH2:4][CH2:3]1.[CH3:15][NH2:16].C(O[BH-](OC(=O)C)OC(=O)C)(=O)C.[Na+]. Product: [CH3:15][NH:16][CH:2]1[CH2:7][CH2:6][N:5]([C:8]([O:10][C:11]([CH3:14])([CH3:13])[CH3:12])=[O:9])[CH2:4][CH2:3]1. The catalyst class is: 7. (3) Reactant: [NH2:1][CH2:2][C:3]1[CH:4]=[C:5]([CH:10]=[CH:11][C:12]=1[O:13][CH2:14][CH2:15][N:16]1[CH2:21][CH2:20][O:19][CH2:18][CH2:17]1)[C:6]([O:8][CH3:9])=[O:7].[CH3:22][S:23](Cl)(=[O:25])=[O:24]. Product: [CH3:22][S:23]([NH:1][CH2:2][C:3]1[CH:4]=[C:5]([CH:10]=[CH:11][C:12]=1[O:13][CH2:14][CH2:15][N:16]1[CH2:21][CH2:20][O:19][CH2:18][CH2:17]1)[C:6]([O:8][CH3:9])=[O:7])(=[O:25])=[O:24]. The catalyst class is: 17. (4) Reactant: C(OC(=O)[NH:7][C:8]1[CH:13]=[C:12]([CH2:14][CH:15]([OH:23])[C:16]2[CH:21]=[CH:20][C:19]([CH3:22])=[CH:18][CH:17]=2)[CH:11]=[CH:10][N:9]=1)(C)(C)C.FC(F)(F)C(O)=O.C([O-])(O)=O.[Na+]. Product: [NH2:7][C:8]1[CH:13]=[C:12]([CH2:14][CH:15]([C:16]2[CH:17]=[CH:18][C:19]([CH3:22])=[CH:20][CH:21]=2)[OH:23])[CH:11]=[CH:10][N:9]=1. The catalyst class is: 2. (5) Reactant: B.[Na].[CH2:3]([O:10][C:11]([NH:13][C@H:14]1[CH2:19][CH2:18][C@H:17]([C:20](O)=[O:21])[CH2:16][CH2:15]1)=[O:12])[C:4]1[CH:9]=[CH:8][CH:7]=[CH:6][CH:5]=1. Product: [CH2:3]([O:10][C:11]([NH:13][C@H:14]1[CH2:19][CH2:18][C@H:17]([CH2:20][OH:21])[CH2:16][CH2:15]1)=[O:12])[C:4]1[CH:5]=[CH:6][CH:7]=[CH:8][CH:9]=1. The catalyst class is: 7. (6) Reactant: [C:1]([C:5]1[O:9][N:8]=[C:7]([NH2:10])[CH:6]=1)([CH3:4])([CH3:3])[CH3:2].C[Si]([N-][Si](C)(C)C)(C)C.[Li+].[C:21](O[C:21]([O:23][C:24]([CH3:27])([CH3:26])[CH3:25])=[O:22])([O:23][C:24]([CH3:27])([CH3:26])[CH3:25])=[O:22].[OH-].[Na+]. Product: [C:1]([C:5]1[O:9][N:8]=[C:7]([NH:10][C:21](=[O:22])[O:23][C:24]([CH3:27])([CH3:26])[CH3:25])[CH:6]=1)([CH3:4])([CH3:3])[CH3:2]. The catalyst class is: 83. (7) Reactant: [H-].[Na+].[F:3][C:4]1[CH:9]=[CH:8][C:7]([OH:10])=[CH:6][CH:5]=1.[CH2:11]([O:13][C:14](=[O:19])[C:15](Br)([F:17])[F:16])[CH3:12]. Product: [CH2:11]([O:13][C:14](=[O:19])[C:15]([F:17])([F:16])[O:10][C:7]1[CH:8]=[CH:9][C:4]([F:3])=[CH:5][CH:6]=1)[CH3:12]. The catalyst class is: 27.